The task is: Predict the product of the given reaction.. This data is from Forward reaction prediction with 1.9M reactions from USPTO patents (1976-2016). Given the reactants N1[CH:5]=[CH:4][N:3]=[N:2]1.[H-].[Na+].[Br:8][C:9]1[CH:14]=[CH:13][C:12]([CH2:15]Br)=[C:11](CC)[CH:10]=1.[CH3:19][N:20](C=O)[CH3:21], predict the reaction product. The product is: [Br:8][C:9]1[CH:14]=[CH:13][C:5]([CH2:4][N:3]2[CH:21]=[N:20][CH:19]=[N:2]2)=[C:11]([CH2:12][CH3:15])[CH:10]=1.